This data is from Reaction yield outcomes from USPTO patents with 853,638 reactions. The task is: Predict the reaction yield, written as a fraction of the theoretical maximum amount of product (1.0 means a 100% yield; for example, 0.34 means a 34% yield). (1) The reactants are Br[C:2]1[O:3][C:4]([C:11]([O:13][CH2:14][CH3:15])=[O:12])=[C:5]([C:7]([F:10])([F:9])[F:8])[N:6]=1.[NH:16]1[CH2:21][CH2:20][CH2:19][CH2:18][CH2:17]1. The catalyst is FC(F)(F)C1C=CC=CC=1.CCOC(C)=O. The product is [N:16]1([C:2]2[O:3][C:4]([C:11]([O:13][CH2:14][CH3:15])=[O:12])=[C:5]([C:7]([F:10])([F:9])[F:8])[N:6]=2)[CH2:21][CH2:20][CH2:19][CH2:18][CH2:17]1. The yield is 0.880. (2) The reactants are [CH3:1][NH:2][S:3]([CH3:6])(=[O:5])=[O:4].C(#N)C.Cl[C:11]1[N:16]=[C:15]([C:17]2[CH:22]=[CH:21][C:20]([F:23])=[CH:19][CH:18]=2)[C:14]([C:24]([O:26][CH3:27])=[O:25])=[C:13]([CH:28]([CH3:30])[CH3:29])[N:12]=1. The catalyst is O. The product is [F:23][C:20]1[CH:21]=[CH:22][C:17]([C:15]2[C:14]([C:24]([O:26][CH3:27])=[O:25])=[C:13]([CH:28]([CH3:30])[CH3:29])[N:12]=[C:11]([N:2]([CH3:1])[S:3]([CH3:6])(=[O:5])=[O:4])[N:16]=2)=[CH:18][CH:19]=1. The yield is 0.890. (3) The reactants are [CH2:1]([O:8][C:9]1[CH:14]=[CH:13][N:12]([C:15]2[CH:16]=[CH:17][C:18]3[C:19]4[CH2:28][N:27]([CH:29]5[CH2:34][CH2:33][N:32](C(OC(C)(C)C)=O)[CH2:31][CH2:30]5)[CH2:26][CH2:25][C:20]=4[N:21]([CH3:24])[C:22]=3[CH:23]=2)[C:11](=[O:42])[CH:10]=1)[C:2]1[CH:7]=[CH:6][CH:5]=[CH:4][CH:3]=1.C1(N)C(F)=C(F)C(F)=C(N)C=1F.[ClH:55].Cl. No catalyst specified. The product is [ClH:55].[ClH:55].[CH2:1]([O:8][C:9]1[CH:14]=[CH:13][N:12]([C:15]2[CH:16]=[CH:17][C:18]3[C:19]4[CH2:28][N:27]([CH:29]5[CH2:30][CH2:31][NH:32][CH2:33][CH2:34]5)[CH2:26][CH2:25][C:20]=4[N:21]([CH3:24])[C:22]=3[CH:23]=2)[C:11](=[O:42])[CH:10]=1)[C:2]1[CH:3]=[CH:4][CH:5]=[CH:6][CH:7]=1. The yield is 1.00.